This data is from Reaction yield outcomes from USPTO patents with 853,638 reactions. The task is: Predict the reaction yield, written as a fraction of the theoretical maximum amount of product (1.0 means a 100% yield; for example, 0.34 means a 34% yield). (1) The reactants are C([O:3][C:4]([C:6]1[C:15](=[O:16])[C:14]2[C:9](=[CH:10][CH:11]=[CH:12][C:13]=2[OH:17])[NH:8][CH:7]=1)=[O:5])C. The catalyst is [OH-].[Na+]. The product is [OH:17][C:13]1[CH:12]=[CH:11][CH:10]=[C:9]2[C:14]=1[C:15](=[O:16])[C:6]([C:4]([OH:5])=[O:3])=[CH:7][NH:8]2. The yield is 0.870. (2) The reactants are [Br:1][C:2]1[CH:3]=[C:4]([C:15]([O:17]C)=[O:16])[C:5]2[C:6]([Cl:14])=[CH:7][N:8]([CH:11]([CH3:13])[CH3:12])[C:9]=2[CH:10]=1.[OH-].[Na+]. The catalyst is C1COCC1.CO. The product is [Br:1][C:2]1[CH:3]=[C:4]([C:15]([OH:17])=[O:16])[C:5]2[C:6]([Cl:14])=[CH:7][N:8]([CH:11]([CH3:12])[CH3:13])[C:9]=2[CH:10]=1. The yield is 0.560. (3) The reactants are [CH:1]1([N:4]2[C:8]3[C:9]([O:22][C@@H:23]([C@H:25]4[CH2:29][NH:28][C:27](=[O:30])[CH2:26]4)[CH3:24])=[N:10][C:11](B4OC(C)(C)C(C)(C)O4)=[CH:12][C:7]=3[N:6]=[CH:5]2)[CH2:3][CH2:2]1.Br[C:32]1[S:36][C:35]([CH:37]2[CH2:42][CH2:41][O:40][CH2:39][CH2:38]2)=[N:34][CH:33]=1.C([O-])([O-])=O.[Na+].[Na+].N#N. The catalyst is C1C=CC([P]([Pd]([P](C2C=CC=CC=2)(C2C=CC=CC=2)C2C=CC=CC=2)([P](C2C=CC=CC=2)(C2C=CC=CC=2)C2C=CC=CC=2)[P](C2C=CC=CC=2)(C2C=CC=CC=2)C2C=CC=CC=2)(C2C=CC=CC=2)C2C=CC=CC=2)=CC=1.C(Cl)Cl.COCCOC. The product is [CH:1]1([N:4]2[C:8]3[C:9]([O:22][C@@H:23]([C@H:25]4[CH2:29][NH:28][C:27](=[O:30])[CH2:26]4)[CH3:24])=[N:10][C:11]([C:32]4[S:36][C:35]([CH:37]5[CH2:42][CH2:41][O:40][CH2:39][CH2:38]5)=[N:34][CH:33]=4)=[CH:12][C:7]=3[N:6]=[CH:5]2)[CH2:2][CH2:3]1. The yield is 0.101. (4) The reactants are FC(F)(F)S(O[C:7]1[CH:12]=[CH:11][C:10]([C:13](=[O:15])[CH3:14])=[C:9]([CH3:16])[CH:8]=1)(=O)=O.[N+:19]([C:22]1[CH:27]=[CH:26][C:25](B(O)O)=[CH:24][CH:23]=1)([O-:21])=[O:20].C(=O)([O-])[O-].[Na+].[Na+].O1CCOCC1. The catalyst is C1(C)C=CC=CC=1. The product is [CH3:16][C:9]1[CH:8]=[C:7]([C:25]2[CH:26]=[CH:27][C:22]([N+:19]([O-:21])=[O:20])=[CH:23][CH:24]=2)[CH:12]=[CH:11][C:10]=1[C:13](=[O:15])[CH3:14]. The yield is 0.990. (5) The reactants are [C:1]([NH:5][C:6]([C:8]1[C:16]2[C:11](=[N:12][CH:13]=[C:14]([C:17]3[C:25]4[C:20](=[CH:21][CH:22]=[C:23]([C:26](C)(C)[O:27][SiH2]C(C)(C)C)[CH:24]=4)[N:19]([CH3:35])[N:18]=3)[N:15]=2)[N:10](COCC[Si](C)(C)C)[CH:9]=1)=[O:7])([CH3:4])([CH3:3])[CH3:2].[F-].C([N+](CCCC)(CCCC)CCCC)CCC. The catalyst is C1COCC1. The product is [C:1]([NH:5][C:6]([C:8]1[C:16]2[C:11](=[N:12][CH:13]=[C:14]([C:17]3[C:25]4[C:20](=[CH:21][CH:22]=[C:23]([CH2:26][OH:27])[CH:24]=4)[N:19]([CH3:35])[N:18]=3)[N:15]=2)[NH:10][CH:9]=1)=[O:7])([CH3:4])([CH3:3])[CH3:2]. The yield is 0.470. (6) The yield is 0.0380. The reactants are [F:1][C:2]1([F:15])[CH2:13][C:5]2[NH:6][C:7]([C:9]([O:11][CH3:12])=[O:10])=[CH:8][C:4]=2[C:3]1=O.C([SiH](CC)CC)C.CO.C(Cl)Cl. The product is [F:15][C:2]1([F:1])[CH2:13][C:5]2[NH:6][C:7]([C:9]([O:11][CH3:12])=[O:10])=[CH:8][C:4]=2[CH2:3]1. The catalyst is C(O)(C(F)(F)F)=O.